From a dataset of Peptide-MHC class I binding affinity with 185,985 pairs from IEDB/IMGT. Regression. Given a peptide amino acid sequence and an MHC pseudo amino acid sequence, predict their binding affinity value. This is MHC class I binding data. (1) The peptide sequence is LERTSKASLER. The MHC is HLA-B58:01 with pseudo-sequence HLA-B58:01. The binding affinity (normalized) is 0.00614. (2) The peptide sequence is VVRGIDGGV. The MHC is HLA-A02:11 with pseudo-sequence HLA-A02:11. The binding affinity (normalized) is 0.499. (3) The peptide sequence is MIIKHIYEQY. The MHC is HLA-A68:01 with pseudo-sequence HLA-A68:01. The binding affinity (normalized) is 0.543. (4) The peptide sequence is RSFPEWDYI. The MHC is HLA-A26:01 with pseudo-sequence HLA-A26:01. The binding affinity (normalized) is 0.0847. (5) The peptide sequence is TMMRHRREL. The MHC is HLA-B35:01 with pseudo-sequence HLA-B35:01. The binding affinity (normalized) is 0.0847. (6) The peptide sequence is YEQYECLTD. The MHC is HLA-A02:12 with pseudo-sequence HLA-A02:12. The binding affinity (normalized) is 0.0847. (7) The peptide sequence is KSYCQPLPE. The MHC is HLA-B07:02 with pseudo-sequence HLA-B07:02. The binding affinity (normalized) is 0.0847.